Task: Regression. Given a peptide amino acid sequence and an MHC pseudo amino acid sequence, predict their binding affinity value. This is MHC class I binding data.. Dataset: Peptide-MHC class I binding affinity with 185,985 pairs from IEDB/IMGT (1) The peptide sequence is GRFQEALKK. The MHC is HLA-A03:01 with pseudo-sequence HLA-A03:01. The binding affinity (normalized) is 0.0847. (2) The peptide sequence is FSSYGMHWVR. The MHC is HLA-A01:01 with pseudo-sequence HLA-A01:01. The binding affinity (normalized) is 0.